Dataset: Reaction yield outcomes from USPTO patents with 853,638 reactions. Task: Predict the reaction yield, written as a fraction of the theoretical maximum amount of product (1.0 means a 100% yield; for example, 0.34 means a 34% yield). (1) The reactants are [O:1]1[C:5]2([CH2:10][CH2:9][CH2:8][CH2:7][CH2:6]2)[O:4][CH2:3][C@@H:2]1[C:11]1[N:15]=[C:14]([NH:16][C:17]2[N:22]=[CH:21][C:20]([S:23]CCC(OC)=O)=[CH:19][C:18]=2[O:30][C:31]2[C:32]([CH3:38])=[N:33][N:34]([CH3:37])[C:35]=2[CH3:36])[S:13][N:12]=1.CC([O-])(C)C.[K+].Br[CH2:46][CH2:47][O:48][CH3:49].CN(C=O)C. The catalyst is C1COCC1. The product is [CH3:49][O:48][CH2:47][CH2:46][S:23][C:20]1[CH:19]=[C:18]([O:30][C:31]2[C:32]([CH3:38])=[N:33][N:34]([CH3:37])[C:35]=2[CH3:36])[C:17]([NH:16][C:14]2[S:13][N:12]=[C:11]([C@H:2]3[CH2:3][O:4][C:5]4([CH2:6][CH2:7][CH2:8][CH2:9][CH2:10]4)[O:1]3)[N:15]=2)=[N:22][CH:21]=1. The yield is 0.501. (2) The reactants are [C:1](OC(=O)C)(=[O:3])[CH3:2].[NH:8]1[CH2:13][CH2:12][CH:11]([N:14]2[CH:18]=[C:17]([NH:19][C:20]3[N:25]=[C:24]([CH2:26][CH2:27][C:28]4[CH:33]=[CH:32][CH:31]=[CH:30][C:29]=4[CH:34]([CH3:38])[C:35]([NH2:37])=[O:36])[C:23]([C:39]([F:42])([F:41])[F:40])=[CH:22][N:21]=3)[CH:16]=[N:15]2)[CH2:10][CH2:9]1.N1C=CC=CC=1. The catalyst is C(Cl)Cl. The product is [C:1]([N:8]1[CH2:9][CH2:10][CH:11]([N:14]2[CH:18]=[C:17]([NH:19][C:20]3[N:25]=[C:24]([CH2:26][CH2:27][C:28]4[CH:33]=[CH:32][CH:31]=[CH:30][C:29]=4[CH:34]([CH3:38])[C:35]([NH2:37])=[O:36])[C:23]([C:39]([F:41])([F:40])[F:42])=[CH:22][N:21]=3)[CH:16]=[N:15]2)[CH2:12][CH2:13]1)(=[O:3])[CH3:2]. The yield is 0.770.